Dataset: Catalyst prediction with 721,799 reactions and 888 catalyst types from USPTO. Task: Predict which catalyst facilitates the given reaction. (1) Product: [O:50]1[CH2:55][CH2:54][CH:53]([CH2:56][NH:57][C:13]([C:10]2[CH:9]=[C:8]([CH2:7][O:6][C:5]3[CH:16]=[CH:17][C:18]([O:19][CH3:20])=[C:3]([O:2][CH3:1])[CH:4]=3)[O:12][N:11]=2)=[O:15])[CH2:52][CH2:51]1. The catalyst class is: 408. Reactant: [CH3:1][O:2][C:3]1[CH:4]=[C:5]([CH:16]=[CH:17][C:18]=1[O:19][CH3:20])[O:6][CH2:7][C:8]1[O:12][N:11]=[C:10]([C:13]([OH:15])=O)[CH:9]=1.C(N(CC)CC)C.Cl.C(N=C=NCCCN(C)C)C.ON1C2C=CC=CC=2N=N1.[O:50]1[CH2:55][CH2:54][CH:53]([CH2:56][NH2:57])[CH2:52][CH2:51]1. (2) Reactant: [C:1]([C:3]1[CH:4]=[C:5]([CH:17]=[CH:18][CH:19]=1)[CH2:6][O:7][CH2:8][C:9]1[O:13][N:12]=[C:11]([C:14]([OH:16])=O)[CH:10]=1)#[N:2].C(N(CC)CC)C.Cl.C(N=C=NCCCN(C)C)C.ON1C2C=CC=CC=2N=N1.[O:49]1[CH2:54][CH2:53][CH:52]([CH2:55][NH2:56])[CH2:51][CH2:50]1. Product: [O:49]1[CH2:54][CH2:53][CH:52]([CH2:55][NH:56][C:14]([C:11]2[CH:10]=[C:9]([CH2:8][O:7][CH2:6][C:5]3[CH:17]=[CH:18][CH:19]=[C:3]([C:1]#[N:2])[CH:4]=3)[O:13][N:12]=2)=[O:16])[CH2:51][CH2:50]1. The catalyst class is: 408. (3) Reactant: Br[C:2]1[CH:10]=[CH:9][CH:8]=[C:7]2[C:3]=1[CH:4]=[CH:5][N:6]2[S:11]([C:14]1[CH:19]=[CH:18][CH:17]=[CH:16][C:15]=1[CH3:20])(=[O:13])=[O:12].[CH2:21]([Sn](CCCC)(CCCC)C=C)[CH2:22]CC. Product: [CH3:20][C:15]1[CH:16]=[CH:17][CH:18]=[CH:19][C:14]=1[S:11]([N:6]1[C:7]2[C:3](=[C:2]([CH:21]=[CH2:22])[CH:10]=[CH:9][CH:8]=2)[CH:4]=[CH:5]1)(=[O:13])=[O:12]. The catalyst class is: 23. (4) Reactant: [CH3:1][N:2]([CH3:10])[CH2:3][CH:4]1[CH2:9][NH:8][CH2:7][CH2:6][NH:5]1.Cl[C:12]1[C:21]2[C:16](=[CH:17][C:18]([Cl:29])=[C:19]([C:22]3[CH:27]=[CH:26][C:25]([Cl:28])=[CH:24][CH:23]=3)[CH:20]=2)[N:15]=[CH:14][N:13]=1.CCN(C(C)C)C(C)C. Product: [Cl:29][C:18]1[CH:17]=[C:16]2[C:21]([C:12]([N:8]3[CH2:7][CH2:6][NH:5][CH:4]([CH2:3][N:2]([CH3:10])[CH3:1])[CH2:9]3)=[N:13][CH:14]=[N:15]2)=[CH:20][C:19]=1[C:22]1[CH:23]=[CH:24][C:25]([Cl:28])=[CH:26][CH:27]=1. The catalyst class is: 12. (5) Reactant: [OH:1][C:2]1([CH3:15])[CH2:7][CH2:6][N:5](C(OC(C)(C)C)=O)[CH2:4][CH2:3]1.[ClH:16]. Product: [ClH:16].[CH3:15][C:2]1([OH:1])[CH2:7][CH2:6][NH:5][CH2:4][CH2:3]1. The catalyst class is: 12.